This data is from TCR-epitope binding with 47,182 pairs between 192 epitopes and 23,139 TCRs. The task is: Binary Classification. Given a T-cell receptor sequence (or CDR3 region) and an epitope sequence, predict whether binding occurs between them. (1) The TCR CDR3 sequence is CASSYLTGGDGYTF. The epitope is QIKVRVKMV. Result: 0 (the TCR does not bind to the epitope). (2) The epitope is NLVPMVATV. The TCR CDR3 sequence is CASSGVEFYNEQFF. Result: 1 (the TCR binds to the epitope). (3) The epitope is FLNGSCGSV. The TCR CDR3 sequence is CASSLGLAGGTDTQYF. Result: 1 (the TCR binds to the epitope). (4) The epitope is LEPLVDLPI. The TCR CDR3 sequence is CSQNRGDEAFF. Result: 1 (the TCR binds to the epitope). (5) The epitope is DATYQRTRALVR. The TCR CDR3 sequence is CASSVNPAQGSGANVLTF. Result: 1 (the TCR binds to the epitope). (6) The epitope is SEVGPEHSLAEY. The TCR CDR3 sequence is CASSQASGVGNEQFF. Result: 1 (the TCR binds to the epitope).